This data is from Catalyst prediction with 721,799 reactions and 888 catalyst types from USPTO. The task is: Predict which catalyst facilitates the given reaction. (1) Reactant: [CH3:1][N:2]1[CH2:7][CH2:6][N:5]([CH2:8][CH2:9][CH2:10]Cl)[CH2:4][CH2:3]1.NC(N)=[S:14].[OH-].[Na+]. Product: [CH3:1][N:2]1[CH2:7][CH2:6][N:5]([CH2:8][CH2:9][CH2:10][SH:14])[CH2:4][CH2:3]1. The catalyst class is: 40. (2) Reactant: Cl[C:2]1[CH:9]=[CH:8][C:5]([C:6]#[N:7])=[CH:4][N:3]=1.[F:10][C:11]1[CH:16]=[CH:15][CH:14]=[CH:13][C:12]=1B(O)O.C([O-])([O-])=O.[Na+].[Na+]. Product: [F:10][C:11]1[CH:16]=[CH:15][CH:14]=[CH:13][C:12]=1[C:2]1[CH:9]=[CH:8][C:5]([C:6]#[N:7])=[CH:4][N:3]=1. The catalyst class is: 93.